This data is from Forward reaction prediction with 1.9M reactions from USPTO patents (1976-2016). The task is: Predict the product of the given reaction. (1) Given the reactants [C:1]([C:3]1[CH:8]=[CH:7][C:6]([CH:9]2[CH2:12][N:11]([C:13]([C:15]3[CH:16]=[CH:17][C:18]([CH3:41])=[C:19]([C:21]4[NH:25][C:24]([C:26]5([CH3:39])[CH2:31][CH2:30][N:29]([C:32]([O:34][C:35](C)(C)C)=[O:33])[CH2:28][CH2:27]5)=[N:23][C:22]=4[CH3:40])[CH:20]=3)=[O:14])[CH2:10]2)=[CH:5][CH:4]=1)#[N:2].C(C1C=CC(C2CN(C(C3C=CC(C)=C(C4N=C(C5CCN(C(OC(C)(C)C)=O)CC5)NC=4C)C=3)=O)C2)=CC=1)#N.Cl.[F:83]C1(C2C=CC(C#N)=CC=2)CNC1.Cl.N1CC(C2C=CC(C#N)=CC=2)C1, predict the reaction product. The product is: [C:1]([C:3]1[CH:8]=[CH:7][C:6]([C:9]2([F:83])[CH2:12][N:11]([C:13]([C:15]3[CH:16]=[CH:17][C:18]([CH3:41])=[C:19]([C:21]4[NH:25][C:24]([C:26]5([CH3:39])[CH2:31][CH2:30][N:29]([C:32]([O:34][CH3:35])=[O:33])[CH2:28][CH2:27]5)=[N:23][C:22]=4[CH3:40])[CH:20]=3)=[O:14])[CH2:10]2)=[CH:5][CH:4]=1)#[N:2]. (2) Given the reactants [S:1]1[CH2:6][CH2:5][CH:4]([CH:7]=O)[CH2:3][CH2:2]1.Cl.[Br:10][C:11]1[CH:12]=[C:13]([NH:17]N)[CH:14]=[CH:15][CH:16]=1.C(O)(C(F)(F)F)=O.N.O, predict the reaction product. The product is: [Br:10][C:11]1[CH:12]=[C:13]2[N:17]=[CH:7][C:4]3([CH2:5][CH2:6][S:1][CH2:2][CH2:3]3)[C:14]2=[CH:15][CH:16]=1. (3) Given the reactants [CH3:1][S:2]([C:5]1[CH:28]=[CH:27][C:8]([CH2:9][N:10]2[C:15](=[O:16])[N:14]([CH3:17])[C:13]3[CH:18]=[CH:19][C:20]([C:22]([OH:24])=O)=[CH:21][C:12]=3[S:11]2(=[O:26])=[O:25])=[CH:7][CH:6]=1)(=[O:4])=[O:3].[CH2:29]([NH2:36])[C:30]1[CH:35]=[CH:34][CH:33]=[CH:32][CH:31]=1, predict the reaction product. The product is: [CH2:29]([NH:36][C:22]([C:20]1[CH:19]=[CH:18][C:13]2[N:14]([CH3:17])[C:15](=[O:16])[N:10]([CH2:9][C:8]3[CH:7]=[CH:6][C:5]([S:2]([CH3:1])(=[O:3])=[O:4])=[CH:28][CH:27]=3)[S:11](=[O:25])(=[O:26])[C:12]=2[CH:21]=1)=[O:24])[C:30]1[CH:35]=[CH:34][CH:33]=[CH:32][CH:31]=1.